Task: Predict the product of the given reaction.. Dataset: Forward reaction prediction with 1.9M reactions from USPTO patents (1976-2016) (1) Given the reactants [CH3:1][O:2][C:3]([C:5]1[CH:6]=[C:7]([Cl:24])[CH:8]=[C:9]2[C:14]=1[NH:13][CH:12]([C:15]1[CH:20]=[CH:19][CH:18]=[C:17](Br)[CH:16]=1)[C:11]([CH3:23])([CH3:22])[CH2:10]2)=[O:4].[CH:25]([C:28]1[CH:33]=[CH:32][C:31](B(O)O)=[CH:30][CH:29]=1)([CH3:27])[CH3:26].C(=O)([O-])[O-].[Na+].[Na+], predict the reaction product. The product is: [CH3:1][O:2][C:3]([C:5]1[CH:6]=[C:7]([Cl:24])[CH:8]=[C:9]2[C:14]=1[NH:13][CH:12]([C:15]1[CH:16]=[C:17]([C:31]3[CH:32]=[CH:33][C:28]([CH:25]([CH3:27])[CH3:26])=[CH:29][CH:30]=3)[CH:18]=[CH:19][CH:20]=1)[C:11]([CH3:23])([CH3:22])[CH2:10]2)=[O:4]. (2) Given the reactants Cl[C:2]1[N:7]=[C:6]([NH:8][CH:9]2[CH2:11][CH2:10]2)[C:5]([N+:12]([O-])=O)=[CH:4][N:3]=1.C(N(CC)CC)C.[S:22]1[CH:26]=[CH:25][CH:24]=[C:23]1[CH2:27][CH2:28][NH2:29].S(S([O-])=O)([O-])=O.[Na+].[Na+].C(=O)([O-])O.[Na+], predict the reaction product. The product is: [CH:9]1([NH:8][C:6]2[C:5]([NH2:12])=[CH:4][N:3]=[C:2]([NH:29][CH2:28][CH2:27][C:23]3[S:22][CH:26]=[CH:25][CH:24]=3)[N:7]=2)[CH2:11][CH2:10]1.